Dataset: Forward reaction prediction with 1.9M reactions from USPTO patents (1976-2016). Task: Predict the product of the given reaction. Given the reactants [B-](F)(F)(F)F.CN(C(ON1N=NC2C1=CC=CC=2)=[N+](C)C)C.C(N(C(C)C)CC)(C)C.[C:32]([O:36][C:37]([NH:39][CH2:40][C@H:41]([N:45]1[CH2:50][CH2:49][N:48]([C:51](=[O:55])[CH:52]([CH3:54])[CH3:53])[CH2:47][CH2:46]1)[C:42](O)=[O:43])=[O:38])([CH3:35])([CH3:34])[CH3:33].Cl.[CH2:57]([O:60][NH2:61])[CH:58]=[CH2:59].C(=O)([O-])O.[Na+], predict the reaction product. The product is: [CH2:57]([O:60][NH:61][C:42]([C@@H:41]([N:45]1[CH2:50][CH2:49][N:48]([C:51](=[O:55])[CH:52]([CH3:53])[CH3:54])[CH2:47][CH2:46]1)[CH2:40][NH:39][C:37](=[O:38])[O:36][C:32]([CH3:33])([CH3:34])[CH3:35])=[O:43])[CH:58]=[CH2:59].